The task is: Regression. Given a peptide amino acid sequence and an MHC pseudo amino acid sequence, predict their binding affinity value. This is MHC class I binding data.. This data is from Peptide-MHC class I binding affinity with 185,985 pairs from IEDB/IMGT. (1) The peptide sequence is ASENSSAMV. The MHC is HLA-A01:01 with pseudo-sequence HLA-A01:01. The binding affinity (normalized) is 0.0128. (2) The peptide sequence is EIPQFMIGL. The MHC is HLA-A69:01 with pseudo-sequence HLA-A69:01. The binding affinity (normalized) is 0.759. (3) The peptide sequence is RMFLAMITY. The MHC is HLA-A02:06 with pseudo-sequence HLA-A02:06. The binding affinity (normalized) is 0.202. (4) The peptide sequence is LFLLLADAR. The MHC is Patr-A0101 with pseudo-sequence Patr-A0101. The binding affinity (normalized) is 0.393. (5) The peptide sequence is YQYIFLSFF. The MHC is HLA-A26:01 with pseudo-sequence HLA-A26:01. The binding affinity (normalized) is 0.0847.